From a dataset of Catalyst prediction with 721,799 reactions and 888 catalyst types from USPTO. Predict which catalyst facilitates the given reaction. (1) Reactant: C(OC(=O)[NH:7][C:8]1[CH:13]=[C:12]([CH3:14])[C:11]([C:15]([F:18])([F:17])[F:16])=[CH:10][C:9]=1[NH:19][C:20](=[O:39])[CH2:21][C:22]([C:24]1[CH:29]=[CH:28][CH:27]=[C:26]([C:30]2[CH:31]=[N:32][C:33]([CH:36]([CH3:38])[CH3:37])=[CH:34][CH:35]=2)[CH:25]=1)=O)(C)(C)C.C(O)(C(F)(F)F)=O. Product: [CH:36]([C:33]1[N:32]=[CH:31][C:30]([C:26]2[CH:25]=[C:24]([C:22]3[CH2:21][C:20](=[O:39])[NH:19][C:9]4[CH:10]=[C:11]([C:15]([F:18])([F:17])[F:16])[C:12]([CH3:14])=[CH:13][C:8]=4[N:7]=3)[CH:29]=[CH:28][CH:27]=2)=[CH:35][CH:34]=1)([CH3:38])[CH3:37]. The catalyst class is: 2. (2) Reactant: [NH2:1][C:2]1[S:6][C:5]([S:7][C:8]2[C:17]3[C:12](=[CH:13][C:14]([O:21][CH3:22])=[C:15]([C:18]([NH2:20])=[O:19])[CH:16]=3)[N:11]=[CH:10][CH:9]=2)=[CH:4][CH:3]=1.C1([O:29][C:30](=O)[NH:31][C:32]2[S:33][CH:34]=[CH:35][N:36]=2)C=CC=CC=1.C(OCC)(=O)C.O. Product: [CH3:22][O:21][C:14]1[CH:13]=[C:12]2[C:17]([C:8]([S:7][C:5]3[S:6][C:2]([NH:1][C:30]([NH:31][C:32]4[S:33][CH:34]=[CH:35][N:36]=4)=[O:29])=[CH:3][CH:4]=3)=[CH:9][CH:10]=[N:11]2)=[CH:16][C:15]=1[C:18]([NH2:20])=[O:19]. The catalyst class is: 376.